Predict the product of the given reaction. From a dataset of Forward reaction prediction with 1.9M reactions from USPTO patents (1976-2016). Given the reactants C([C@@H](N[C@H](C(O)=O)C)CCC)(OCC)=O.CCC[C@H](N[C@H](C([N:30]1[C@H:38](C(O)=O)C[C@H:36]2[C@@H:31]1[CH2:32][CH2:33][CH2:34][CH2:35]2)=O)C)C(OCC)=O.C1(C)C=CC(S(O)(=O)=O)=CC=1.C([C@@H]1C[C@H:63]2[C@H:58]([CH2:59][CH2:60][CH2:61][CH2:62]2)[NH:57]1)(O)=O.ON1C2C=CC=CC=2N=N1, predict the reaction product. The product is: [CH:58]1([N:57]=[C:38]=[N:30][CH:31]2[CH2:32][CH2:33][CH2:34][CH2:35][CH2:36]2)[CH2:63][CH2:62][CH2:61][CH2:60][CH2:59]1.